From a dataset of Reaction yield outcomes from USPTO patents with 853,638 reactions. Predict the reaction yield, written as a fraction of the theoretical maximum amount of product (1.0 means a 100% yield; for example, 0.34 means a 34% yield). The reactants are CN(C)/[CH:3]=[CH:4]/[C:5]1[C:14]2[C:9](=[CH:10][C:11]([O:17][CH3:18])=[C:12]([O:15][CH3:16])[CH:13]=2)[N:8]=[CH:7][C:6]=1[C:19]#[N:20].[ClH:22]. The catalyst is CC(O)=O. The product is [Cl:22][C:19]1[N:20]=[CH:3][CH:4]=[C:5]2[C:6]=1[CH:7]=[N:8][C:9]1[CH:10]=[C:11]([O:17][CH3:18])[C:12]([O:15][CH3:16])=[CH:13][C:14]2=1. The yield is 0.630.